Dataset: Reaction yield outcomes from USPTO patents with 853,638 reactions. Task: Predict the reaction yield, written as a fraction of the theoretical maximum amount of product (1.0 means a 100% yield; for example, 0.34 means a 34% yield). (1) The reactants are [N:1]1[CH:6]=[CH:5][CH:4]=[CH:3][C:2]=1[C:7]1[CH:31]=[CH:30][C:10]([CH2:11][NH:12][CH2:13][CH2:14][CH2:15][NH:16][CH2:17][C:18]2[CH:23]=[CH:22][C:21]([C:24]3[CH:29]=[CH:28][CH:27]=[CH:26][N:25]=3)=[CH:20][CH:19]=2)=[CH:9][CH:8]=1.CCN(CC)CC.Cl.[S:40]1[C:44]([CH2:45][O:46][C:47](=[O:58])OC2C=CC([N+]([O-])=O)=CC=2)=[CH:43][N:42]=[CH:41]1.C([O-])(O)=O.[Na+].[C:64](O[C:64]([O:66][C:67]([CH3:70])([CH3:69])[CH3:68])=[O:65])([O:66][C:67]([CH3:70])([CH3:69])[CH3:68])=[O:65].Cl. The catalyst is C1COCC1.O. The product is [N:1]1[CH:6]=[CH:5][CH:4]=[CH:3][C:2]=1[C:7]1[CH:31]=[CH:30][C:10]([CH2:11][N:12]([CH2:13][CH2:14][CH2:15][N:16]([CH2:17][C:18]2[CH:19]=[CH:20][C:21]([C:24]3[CH:29]=[CH:28][CH:27]=[CH:26][N:25]=3)=[CH:22][CH:23]=2)[C:47]([O:46][CH2:45][C:44]2[S:40][CH:41]=[N:42][CH:43]=2)=[O:58])[C:64](=[O:65])[O:66][C:67]([CH3:70])([CH3:69])[CH3:68])=[CH:9][CH:8]=1. The yield is 0.540. (2) The reactants are Br[C:2]1[N:6]2[CH2:7][CH2:8][N:9]([C:11]([O:13][C:14]([CH3:17])([CH3:16])[CH3:15])=[O:12])[CH2:10][C:5]2=[C:4]([C:18](=[O:29])[NH:19][C@@H:20]([C:25]([CH3:28])([CH3:27])[CH3:26])[C:21]([NH:23][CH3:24])=[O:22])[N:3]=1.[C:30]1(B(O)O)[CH:35]=[CH:34][CH:33]=[CH:32][CH:31]=1.C([O-])([O-])=O.[Na+].[Na+]. The catalyst is O1CCOCC1.[Pd].C1(P(C2C=CC=CC=2)C2C=CC=CC=2)C=CC=CC=1.C1(P(C2C=CC=CC=2)C2C=CC=CC=2)C=CC=CC=1.C1(P(C2C=CC=CC=2)C2C=CC=CC=2)C=CC=CC=1.C1(P(C2C=CC=CC=2)C2C=CC=CC=2)C=CC=CC=1. The product is [CH3:26][C:25]([CH3:28])([CH3:27])[C@H:20]([NH:19][C:18]([C:4]1[N:3]=[C:2]([C:30]2[CH:35]=[CH:34][CH:33]=[CH:32][CH:31]=2)[N:6]2[CH2:7][CH2:8][N:9]([C:11]([O:13][C:14]([CH3:17])([CH3:16])[CH3:15])=[O:12])[CH2:10][C:5]=12)=[O:29])[C:21]([NH:23][CH3:24])=[O:22]. The yield is 0.750. (3) The reactants are [C:1]1([S:7]([N:10]2[CH2:15][CH2:14][O:13][C:12]3[N:16]=[CH:17][C:18]([C:20](Cl)=[O:21])=[CH:19][C:11]2=3)(=[O:9])=[O:8])[CH:6]=[CH:5][CH:4]=[CH:3][CH:2]=1.[NH:23]1[CH2:28][CH2:27][CH2:26][CH2:25][CH2:24]1. The catalyst is C(Cl)Cl.C([O-])(O)=O.[Na+]. The product is [C:1]1([S:7]([N:10]2[CH2:15][CH2:14][O:13][C:12]3[N:16]=[CH:17][C:18]([C:20]([N:23]4[CH2:28][CH2:27][CH2:26][CH2:25][CH2:24]4)=[O:21])=[CH:19][C:11]2=3)(=[O:9])=[O:8])[CH:6]=[CH:5][CH:4]=[CH:3][CH:2]=1. The yield is 0.689. (4) The reactants are [N+:1]([C:4]1[CH:13]=[C:12]2[C:7]([CH2:8][CH2:9][CH2:10][C:11]2=O)=[CH:6][CH:5]=1)([O-:3])=[O:2].[NH2:15][OH:16]. The catalyst is N1C=CC=CC=1. The product is [N+:1]([C:4]1[CH:13]=[C:12]2[C:7]([CH2:8][CH2:9][CH2:10][C:11]2=[N:15][OH:16])=[CH:6][CH:5]=1)([O-:3])=[O:2]. The yield is 0.880.